From a dataset of Full USPTO retrosynthesis dataset with 1.9M reactions from patents (1976-2016). Predict the reactants needed to synthesize the given product. (1) The reactants are: [Cl:1][C:2]1[CH:7]=[CH:6][CH:5]=[C:4]([F:8])[C:3]=1[C:9](=[O:15])[CH2:10][C:11]([O:13][CH3:14])=[O:12].C(N(CC)CC)C.[N-:23]=[N+:24]=[N-]. Given the product [Cl:1][C:2]1[CH:7]=[CH:6][CH:5]=[C:4]([F:8])[C:3]=1[C:9](=[O:15])[C:10](=[N+:23]=[N-:24])[C:11]([O:13][CH3:14])=[O:12], predict the reactants needed to synthesize it. (2) Given the product [F:23][C:24]1[CH:29]=[CH:28][C:27]([S:30][C:12]2[CH:13]=[C:14]3[C:19](=[CH:20][CH:21]=2)[C:18](=[O:22])[CH2:17][CH2:16][CH2:15]3)=[CH:26][CH:25]=1, predict the reactants needed to synthesize it. The reactants are: CC1C=CC(S(O[C:12]2[CH:21]=[CH:20][C:19]3[C:18](=[O:22])[CH2:17][CH2:16][CH2:15][C:14]=3[CH:13]=2)(=O)=O)=CC=1.[F:23][C:24]1[CH:29]=[CH:28][C:27]([SH:30])=[CH:26][CH:25]=1.CCN(C(C)C)C(C)C.